This data is from Catalyst prediction with 721,799 reactions and 888 catalyst types from USPTO. The task is: Predict which catalyst facilitates the given reaction. (1) Reactant: [Br:1][C:2]1[CH:7]=[CH:6][C:5]([C:8](=O)[CH2:9][CH2:10][CH2:11][NH:12]C(=O)OC(C)(C)C)=[CH:4][CH:3]=1.[OH-].[Na+]. Product: [Br:1][C:2]1[CH:7]=[CH:6][C:5]([C:8]2[CH2:9][CH2:10][CH2:11][N:12]=2)=[CH:4][CH:3]=1. The catalyst class is: 67. (2) Reactant: C([O:5][C:6](=[O:36])[C:7]([S:10][C:11]1[S:12][CH:13]=[C:14]([CH2:16][CH2:17][NH:18][C:19]([O:21][CH2:22][CH:23]2[C:35]3[CH:34]=[CH:33][CH:32]=[CH:31][C:30]=3[C:29]3[C:24]2=[CH:25][CH:26]=[CH:27][CH:28]=3)=[O:20])[N:15]=1)([CH3:9])[CH3:8])(C)(C)C.FC(F)(F)C(O)=O.O. Product: [CH:34]1[C:35]2[CH:23]([CH2:22][O:21][C:19]([NH:18][CH2:17][CH2:16][C:14]3[N:15]=[C:11]([S:10][C:7]([CH3:9])([CH3:8])[C:6]([OH:36])=[O:5])[S:12][CH:13]=3)=[O:20])[C:24]3[C:29](=[CH:28][CH:27]=[CH:26][CH:25]=3)[C:30]=2[CH:31]=[CH:32][CH:33]=1. The catalyst class is: 4.